Dataset: Catalyst prediction with 721,799 reactions and 888 catalyst types from USPTO. Task: Predict which catalyst facilitates the given reaction. (1) Reactant: [Cl:1]C(OC(Cl)C)=O.C([N:21]1[CH2:24][CH:23]([O:25][CH2:26][C:27]2[S:28][CH:29]=[C:30]([Cl:32])[CH:31]=2)[CH2:22]1)(C1C=CC=CC=1)C1C=CC=CC=1.C(O)C. Product: [ClH:1].[Cl:32][C:30]1[CH:31]=[C:27]([CH2:26][O:25][CH:23]2[CH2:22][NH:21][CH2:24]2)[S:28][CH:29]=1. The catalyst class is: 4. (2) Product: [CH3:1][N:2]([CH3:34])[C:3]1[C:12]2[C:7](=[CH:8][CH:9]=[CH:10][CH:11]=2)[C:6]([N:13]=[N:14][C:15]2[CH:20]=[CH:19][C:18]([N:21]=[N:22][C:23]3[C:32]4[C:27](=[CH:28][CH:29]=[CH:30][CH:31]=4)[C:26]([O:33][CH2:45][CH2:44][CH2:43][CH2:42][CH2:41][CH2:40][O:39][C:35](=[O:38])[CH:36]=[CH2:37])=[CH:25][CH:24]=3)=[CH:17][CH:16]=2)=[CH:5][CH:4]=1. Reactant: [CH3:1][N:2]([CH3:34])[C:3]1[C:12]2[C:7](=[CH:8][CH:9]=[CH:10][CH:11]=2)[C:6]([N:13]=[N:14][C:15]2[CH:20]=[CH:19][C:18]([N:21]=[N:22][C:23]3[C:32]4[C:27](=[CH:28][CH:29]=[CH:30][CH:31]=4)[C:26]([OH:33])=[CH:25][CH:24]=3)=[CH:17][CH:16]=2)=[CH:5][CH:4]=1.[C:35]([O:39][CH2:40][CH2:41][CH2:42][CH2:43][CH2:44][CH2:45]I)(=[O:38])[CH:36]=[CH2:37].C(=O)([O-])[O-].[K+].[K+]. The catalyst class is: 3. (3) Reactant: [C:1]([C:3]([C:10]#[N:11])=[C:4](Cl)[C:5]([F:8])([F:7])[F:6])#[N:2].FF.[SH:14][CH2:15][C:16]([O:18][CH2:19][CH3:20])=[O:17].C([O-])(=O)C.[K+]. Product: [CH2:19]([O:18][C:16]([C:15]1[S:14][C:4]([C:5]([F:8])([F:7])[F:6])=[C:3]([C:10]#[N:11])[C:1]=1[NH2:2])=[O:17])[CH3:20]. The catalyst class is: 97. (4) Reactant: [CH3:1][O:2][C:3]1[CH:4]=[C:5]([CH2:20][C:21]([OH:23])=O)[CH:6]=[CH:7][C:8]=1[NH:9][C:10]([NH:12][C:13]1[CH:18]=[CH:17][CH:16]=[CH:15][C:14]=1[CH3:19])=[O:11].C[C:25]1[C:33]([N+:34]([O-:36])=[O:35])=[C:32]([O:37][CH2:38][CH2:39][NH2:40])[CH:31]=[CH:30][C:26]=1[C:27]([OH:29])=[O:28].CCN(CC)CC.Cl. Product: [N+:34]([C:33]1[CH:25]=[C:26]([CH:30]=[CH:31][C:32]=1[O:37][CH2:38][CH2:39][NH:40][C:21](=[O:23])[CH2:20][C:5]1[CH:6]=[CH:7][C:8]([NH:9][C:10]([NH:12][C:13]2[CH:18]=[CH:17][CH:16]=[CH:15][C:14]=2[CH3:19])=[O:11])=[C:3]([O:2][CH3:1])[CH:4]=1)[C:27]([OH:29])=[O:28])([O-:36])=[O:35]. The catalyst class is: 3.